This data is from Forward reaction prediction with 1.9M reactions from USPTO patents (1976-2016). The task is: Predict the product of the given reaction. (1) Given the reactants C1CCN2C(=NCCC2)CC1.[NH2:12][C:13]1[CH:18]=[CH:17][N:16]=[CH:15][N:14]=1.[CH2:19]([O:21][C:22]1[CH:41]=[CH:40][C:25]([O:26][CH:27]2[CH2:30][N:29]([C:31]3[CH:36]=[CH:35][C:34]([C@@H:37]([NH2:39])[CH3:38])=[CH:33][CH:32]=3)[CH2:28]2)=[CH:24][CH:23]=1)[CH3:20].[O:42]1CCOC[CH2:43]1, predict the reaction product. The product is: [CH2:19]([O:21][C:22]1[CH:41]=[CH:40][C:25]([O:26][CH:27]2[CH2:28][N:29]([C:31]3[CH:36]=[CH:35][C:34]([C@@H:37]([NH:39][C:43]([NH:12][C:13]4[CH:18]=[CH:17][N:16]=[CH:15][N:14]=4)=[O:42])[CH3:38])=[CH:33][CH:32]=3)[CH2:30]2)=[CH:24][CH:23]=1)[CH3:20]. (2) Given the reactants [CH:1]1[C:10]2[C:5](=[CH:6][CH:7]=[CH:8][CH:9]=2)[C:4](B(O)O)=[CH:3][N:2]=1.Br[C:15]1[CH:16]=[C:17]2[C:21](=[C:22]([Cl:24])[CH:23]=1)[NH:20][N:19]=[CH:18]2.C(=O)([O-])[O-].[Na+].[Na+], predict the reaction product. The product is: [Cl:24][C:22]1[CH:23]=[C:15]([C:4]2[C:5]3[C:10](=[CH:9][CH:8]=[CH:7][CH:6]=3)[CH:1]=[N:2][CH:3]=2)[CH:16]=[C:17]2[C:21]=1[NH:20][N:19]=[CH:18]2. (3) Given the reactants [C:1]([C:3]1[CH:4]=[CH:5][C:6]([S:25][C:26]2[CH:31]=[C:30]([Cl:32])[CH:29]=[C:28]([Cl:33])[CH:27]=2)=[C:7]([S:9]([N:12]2[CH2:17][CH2:16][N:15](C(OC(C)(C)C)=O)[CH2:14][CH2:13]2)(=[O:11])=[O:10])[CH:8]=1)#[N:2].Cl, predict the reaction product. The product is: [ClH:32].[Cl:33][C:28]1[CH:27]=[C:26]([S:25][C:6]2[CH:5]=[CH:4][C:3]([C:1]#[N:2])=[CH:8][C:7]=2[S:9]([N:12]2[CH2:13][CH2:14][NH:15][CH2:16][CH2:17]2)(=[O:10])=[O:11])[CH:31]=[C:30]([Cl:32])[CH:29]=1. (4) Given the reactants [Na].Cl.[CH2:3]([NH:7][C:8]([NH2:10])=[NH:9])[CH2:4][CH2:5][CH3:6].[CH3:11][O:12][CH2:13][CH2:14][CH2:15][O:16][C:17]1[CH:22]=[C:21]([CH2:23][CH2:24][C:25](OCC)=[O:26])[CH:20]=[CH:19][C:18]=1[C:30]1[CH:35]=[CH:34][C:33]([CH2:36][N:37]2[CH2:42][CH2:41][N:40]([CH3:43])[CH2:39][CH2:38]2)=[CH:32][CH:31]=1.[Cl:44]CCl.[Cl-].[Na+].O, predict the reaction product. The product is: [ClH:44].[CH2:3]([NH:7][C:8](=[NH:10])[NH:9][C:25](=[O:26])[CH2:24][CH2:23][C:21]1[CH:20]=[CH:19][C:18]([C:30]2[CH:31]=[CH:32][C:33]([CH2:36][N:37]3[CH2:38][CH2:39][N:40]([CH3:43])[CH2:41][CH2:42]3)=[CH:34][CH:35]=2)=[C:17]([O:16][CH2:15][CH2:14][CH2:13][O:12][CH3:11])[CH:22]=1)[CH2:4][CH2:5][CH3:6]. (5) The product is: [ClH:3].[OH:30][NH:29][C:27]([C:24]1([S:37]([C:40]2[CH:41]=[CH:42][C:43]([C:46]3[CH:51]=[CH:50][C:49]([O:52][C:53]([F:58])([F:57])[CH:54]([F:56])[F:55])=[CH:48][CH:47]=3)=[CH:44][CH:45]=2)(=[O:39])=[O:38])[CH2:23][CH2:22][N:21]([CH:18]2[CH2:20][CH2:19]2)[CH2:26][CH2:25]1)=[O:28]. Given the reactants N#N.[Cl:3][Si](C)(C)C.FC(F)(F)C(F)(F)CCI.[CH:18]1([N:21]2[CH2:26][CH2:25][C:24]([S:37]([C:40]3[CH:45]=[CH:44][C:43]([C:46]4[CH:51]=[CH:50][C:49]([O:52][C:53]([F:58])([F:57])[CH:54]([F:56])[F:55])=[CH:48][CH:47]=4)=[CH:42][CH:41]=3)(=[O:39])=[O:38])([C:27]([NH:29][O:30]C3CCCCO3)=[O:28])[CH2:23][CH2:22]2)[CH2:20][CH2:19]1, predict the reaction product. (6) Given the reactants [CH:1](O)=O.[NH2:4][C:5]1[CH:6]=[C:7]([NH:13][C:14]([C:16]2[CH:21]=[CH:20][C:19]([C:22]3[CH:27]=[CH:26][CH:25]=[CH:24][CH:23]=3)=[CH:18][CH:17]=2)=[O:15])[CH:8]=[CH:9][C:10]=1[O:11][CH3:12], predict the reaction product. The product is: [CH3:12][O:11][C:10]1[CH:9]=[CH:8][C:7]([NH:13][C:14]([C:16]2[CH:21]=[CH:20][C:19]([C:22]3[CH:27]=[CH:26][CH:25]=[CH:24][CH:23]=3)=[CH:18][CH:17]=2)=[O:15])=[CH:6][C:5]=1[NH:4][CH3:1]. (7) Given the reactants [F:1][C:2]1[CH:7]=[CH:6][CH:5]=[CH:4][C:3]=1[NH:8][C:9]1[O:13][C:12]([C:14]([NH:16][CH:17]2[CH2:22][CH2:21][NH:20][CH2:19][CH2:18]2)=[O:15])=[N:11][N:10]=1.Cl[C:24]1[CH:32]=[CH:31][C:27]([C:28]([NH2:30])=[O:29])=[CH:26][N:25]=1, predict the reaction product. The product is: [F:1][C:2]1[CH:7]=[CH:6][CH:5]=[CH:4][C:3]=1[NH:8][C:9]1[O:13][C:12]([C:14]([NH:16][CH:17]2[CH2:18][CH2:19][N:20]([C:24]3[CH:32]=[CH:31][C:27]([C:28]([NH2:30])=[O:29])=[CH:26][N:25]=3)[CH2:21][CH2:22]2)=[O:15])=[N:11][N:10]=1. (8) Given the reactants [C:1]1([C:7]#[C:8][C:9]2[CH:10]=[C:11]([C:18]([O-:20])=[O:19])[CH:12]=[C:13]([CH:17]=2)[C:14]([O-:16])=[O:15])[CH:6]=[CH:5][CH:4]=[CH:3][CH:2]=1.[K+].[K+], predict the reaction product. The product is: [C:1]1([C:7]#[C:8][C:9]2[CH:10]=[C:11]([C:18]([OH:20])=[O:19])[CH:12]=[C:13]([CH:17]=2)[C:14]([OH:16])=[O:15])[CH:6]=[CH:5][CH:4]=[CH:3][CH:2]=1. (9) Given the reactants [O:1]=[C:2]1[CH2:11][CH2:10][C:9]2[C:4](=[CH:5][C:6]([O:12][CH2:13][CH2:14][CH2:15][CH2:16][N:17]3[CH2:22][CH2:21][N:20]([C:23]4[C:31]5[CH:30]=[C:29]([C:32]([O:34]CC)=[O:33])[S:28][C:27]=5[CH:26]=[CH:25][CH:24]=4)[CH2:19][CH2:18]3)=[CH:7][CH:8]=2)[NH:3]1.Cl, predict the reaction product. The product is: [O:1]=[C:2]1[CH2:11][CH2:10][C:9]2[C:4](=[CH:5][C:6]([O:12][CH2:13][CH2:14][CH2:15][CH2:16][N:17]3[CH2:22][CH2:21][N:20]([C:23]4[C:31]5[CH:30]=[C:29]([C:32]([OH:34])=[O:33])[S:28][C:27]=5[CH:26]=[CH:25][CH:24]=4)[CH2:19][CH2:18]3)=[CH:7][CH:8]=2)[NH:3]1.